Dataset: Full USPTO retrosynthesis dataset with 1.9M reactions from patents (1976-2016). Task: Predict the reactants needed to synthesize the given product. (1) Given the product [F:1][C:2]1[CH:7]=[CH:6][C:5]([S:22]([Cl:17])(=[O:25])=[O:23])=[CH:4][C:3]=1[CH3:9], predict the reactants needed to synthesize it. The reactants are: [F:1][C:2]1[CH:7]=[CH:6][C:5](N)=[CH:4][C:3]=1[CH3:9].FC(F)(F)C(O)=O.[ClH:17].N([O-])=O.[Na+].[S:22](=[O:25])(O)[OH:23]. (2) Given the product [CH3:1][O:2][C:3](=[O:12])[C:4]1[CH:9]=[C:8]([Br:10])[CH:7]=[C:6]([N+:13]([O-:16])=[O:14])[C:5]=1[NH:11][C:20](=[O:21])[C:19]([F:30])([F:29])[F:18], predict the reactants needed to synthesize it. The reactants are: [CH3:1][O:2][C:3](=[O:12])[C:4]1[CH:9]=[C:8]([Br:10])[CH:7]=[CH:6][C:5]=1[NH2:11].[N+:13]([O-:16])([O-])=[O:14].[K+].[F:18][C:19]([F:30])([F:29])[C:20](O[C:20](=[O:21])[C:19]([F:30])([F:29])[F:18])=[O:21]. (3) Given the product [O:4]1[CH2:5][CH2:6][N:1]([C:7]2[NH:10][C:11]([C:12]([O:14][CH3:15])=[O:13])=[N:9][N:8]=2)[CH2:2][CH2:3]1, predict the reactants needed to synthesize it. The reactants are: [N:1]1([C:7](=[NH:10])[NH:8][NH2:9])[CH2:6][CH2:5][O:4][CH2:3][CH2:2]1.[C:11]([O:14][CH2:12][CH3:11])(=[O:13])[C:12]([O:14][CH2:15][CH3:15])=[O:13]. (4) The reactants are: [Cl:1][C:2]1[CH:3]=[CH:4][C:5]2[N:11]3[CH:12]=[CH:13][CH:14]=[C:10]3[C@@H:9]([CH2:15][CH2:16][C:17]([N:19]3[CH2:24][CH2:23][CH:22]([CH2:25][C:26]([NH:28][CH2:29][C:30]([O:32]CC)=[O:31])=[O:27])[CH2:21][CH2:20]3)=[O:18])[O:8][C@H:7]([C:35]3[CH:40]=[CH:39][CH:38]=[C:37]([O:41][CH3:42])[C:36]=3[O:43][CH3:44])[C:6]=2[CH:45]=1. Given the product [Cl:1][C:2]1[CH:3]=[CH:4][C:5]2[N:11]3[CH:12]=[CH:13][CH:14]=[C:10]3[C@@H:9]([CH2:15][CH2:16][C:17]([N:19]3[CH2:24][CH2:23][CH:22]([CH2:25][C:26]([NH:28][CH2:29][C:30]([OH:32])=[O:31])=[O:27])[CH2:21][CH2:20]3)=[O:18])[O:8][C@H:7]([C:35]3[CH:40]=[CH:39][CH:38]=[C:37]([O:41][CH3:42])[C:36]=3[O:43][CH3:44])[C:6]=2[CH:45]=1, predict the reactants needed to synthesize it.